Dataset: Full USPTO retrosynthesis dataset with 1.9M reactions from patents (1976-2016). Task: Predict the reactants needed to synthesize the given product. (1) Given the product [CH3:30][N:29]([CH3:34])[C:2]1[C:3]([CH:5]=[C:6]([NH:10][C:11]2[C:20]3[C:15](=[CH:16][C:17]([O:23][CH2:24][CH2:25][O:26][CH3:27])=[C:18]([O:21][CH3:22])[CH:19]=3)[N:14]=[CH:13][CH:12]=2)[C:7](=[O:9])[CH:8]=1)=[O:4], predict the reactants needed to synthesize it. The reactants are: Cl[C:2]1[C:3]([CH:5]=[C:6]([NH:10][C:11]2[C:20]3[C:15](=[CH:16][C:17]([O:23][CH2:24][CH2:25][O:26][CH3:27])=[C:18]([O:21][CH3:22])[CH:19]=3)[N:14]=[CH:13][CH:12]=2)[C:7](=[O:9])[CH:8]=1)=[O:4].Cl.[NH+:29]1[CH:34]=CC=C[CH:30]=1.CNC. (2) Given the product [N+:8]([C:7]1[C:2]([O:11][C:12]2[CH:13]=[N:14][CH:15]=[C:16]([CH:21]=2)[C:17]([O:19][CH3:20])=[O:18])=[N:3][CH:4]=[CH:5][CH:6]=1)([O-:10])=[O:9], predict the reactants needed to synthesize it. The reactants are: Cl[C:2]1[C:7]([N+:8]([O-:10])=[O:9])=[CH:6][CH:5]=[CH:4][N:3]=1.[OH:11][C:12]1[CH:13]=[N:14][CH:15]=[C:16]([CH:21]=1)[C:17]([O:19][CH3:20])=[O:18].C(=O)([O-])[O-].[K+].[K+].